From a dataset of Full USPTO retrosynthesis dataset with 1.9M reactions from patents (1976-2016). Predict the reactants needed to synthesize the given product. The reactants are: [CH2:1]([O:8][C:9]([N:11]([CH2:32][C:33]([N:35]1[CH2:39][C@@H:38]([F:40])[CH2:37][C@H:36]1[C:41]#[N:42])=[O:34])[C:12]12[CH2:19][CH2:18][C:15]([C:20](ON3C4C=CC=CC=4N=N3)=[O:21])([CH2:16][CH2:17]1)[CH2:14][CH2:13]2)=[O:10])[C:2]1[CH:7]=[CH:6][CH:5]=[CH:4][CH:3]=1.[N:43]1[CH:48]=[CH:47][CH:46]=[C:45]([CH2:49][NH2:50])[CH:44]=1. Given the product [CH2:1]([O:8][C:9]([N:11]([CH2:32][C:33]([N:35]1[CH2:39][C@@H:38]([F:40])[CH2:37][C@H:36]1[C:41]#[N:42])=[O:34])[C:12]12[CH2:13][CH2:14][C:15]([C:20]([NH:50][CH2:49][C:45]3[CH:44]=[N:43][CH:48]=[CH:47][CH:46]=3)=[O:21])([CH2:18][CH2:19]1)[CH2:16][CH2:17]2)=[O:10])[C:2]1[CH:7]=[CH:6][CH:5]=[CH:4][CH:3]=1, predict the reactants needed to synthesize it.